From a dataset of Catalyst prediction with 721,799 reactions and 888 catalyst types from USPTO. Predict which catalyst facilitates the given reaction. (1) Reactant: [C:1]([O:5][C:6]([N:8]1[C:12]2[CH:13]=[CH:14][CH:15]=[CH:16][C:11]=2[NH:10][C:9]1=[O:17])=[O:7])([CH3:4])([CH3:3])[CH3:2].[H-].[Na+].I[CH2:21][CH:22]([CH3:24])[CH3:23]. Product: [CH2:21]([N:10]1[C:11]2[CH:16]=[CH:15][CH:14]=[CH:13][C:12]=2[N:8]([C:6]([O:5][C:1]([CH3:4])([CH3:2])[CH3:3])=[O:7])[C:9]1=[O:17])[CH:22]([CH3:24])[CH3:23]. The catalyst class is: 3. (2) Reactant: [N:1]1([C:7]([NH:9][C@H:10]([C:15]([OH:17])=O)[CH2:11][CH:12]([CH3:14])[CH3:13])=[O:8])[CH2:6][CH2:5][O:4][CH2:3][CH2:2]1.C(Cl)CCl.C1C=CC2N(O)N=NC=2C=1.C(OC(=O)[NH:38][CH:39]([C:48]([C:50]1[O:54][C:53]([C:55]2[CH:60]=[CH:59][CH:58]=[CH:57][CH:56]=2)=[N:52][C:51]=1[C:61]1[CH:66]=[CH:65][CH:64]=[CH:63][CH:62]=1)=[O:49])[CH2:40][CH2:41][C:42]1[CH:47]=[CH:46][CH:45]=[CH:44][CH:43]=1)(C)(C)C.C(O)(C(F)(F)F)=O.CN1CCOCC1.N[C@H](C(O)=O)CC(C)C. Product: [C:55]1([C:53]2[O:54][C:50]([C:48]([C@@H:39]([NH:38][C:15]([C@@H:10]([NH:9][C:7]([N:1]3[CH2:2][CH2:3][O:4][CH2:5][CH2:6]3)=[O:8])[CH2:11][CH:12]([CH3:13])[CH3:14])=[O:17])[CH2:40][CH2:41][C:42]3[CH:43]=[CH:44][CH:45]=[CH:46][CH:47]=3)=[O:49])=[C:51]([C:61]3[CH:66]=[CH:65][CH:64]=[CH:63][CH:62]=3)[N:52]=2)[CH:56]=[CH:57][CH:58]=[CH:59][CH:60]=1. The catalyst class is: 85.